This data is from NCI-60 drug combinations with 297,098 pairs across 59 cell lines. The task is: Regression. Given two drug SMILES strings and cell line genomic features, predict the synergy score measuring deviation from expected non-interaction effect. (1) Drug 1: CC1CCC2CC(C(=CC=CC=CC(CC(C(=O)C(C(C(=CC(C(=O)CC(OC(=O)C3CCCCN3C(=O)C(=O)C1(O2)O)C(C)CC4CCC(C(C4)OC)O)C)C)O)OC)C)C)C)OC. Drug 2: CC1CCCC2(C(O2)CC(NC(=O)CC(C(C(=O)C(C1O)C)(C)C)O)C(=CC3=CSC(=N3)C)C)C. Cell line: HCC-2998. Synergy scores: CSS=41.6, Synergy_ZIP=-2.32, Synergy_Bliss=-4.05, Synergy_Loewe=-11.8, Synergy_HSA=-2.68. (2) Drug 1: CC12CCC(CC1=CCC3C2CCC4(C3CC=C4C5=CN=CC=C5)C)O. Drug 2: CC1=C(N=C(N=C1N)C(CC(=O)N)NCC(C(=O)N)N)C(=O)NC(C(C2=CN=CN2)OC3C(C(C(C(O3)CO)O)O)OC4C(C(C(C(O4)CO)O)OC(=O)N)O)C(=O)NC(C)C(C(C)C(=O)NC(C(C)O)C(=O)NCCC5=NC(=CS5)C6=NC(=CS6)C(=O)NCCC[S+](C)C)O. Cell line: MALME-3M. Synergy scores: CSS=2.53, Synergy_ZIP=-2.31, Synergy_Bliss=-1.74, Synergy_Loewe=-1.53, Synergy_HSA=-1.43. (3) Drug 1: CC1=C(C=C(C=C1)NC2=NC=CC(=N2)N(C)C3=CC4=NN(C(=C4C=C3)C)C)S(=O)(=O)N.Cl. Drug 2: C1=NC2=C(N=C(N=C2N1C3C(C(C(O3)CO)O)F)Cl)N. Cell line: 786-0. Synergy scores: CSS=16.5, Synergy_ZIP=0.788, Synergy_Bliss=1.99, Synergy_Loewe=-37.4, Synergy_HSA=2.01. (4) Drug 1: CC1=C2C(C(=O)C3(C(CC4C(C3C(C(C2(C)C)(CC1OC(=O)C(C(C5=CC=CC=C5)NC(=O)OC(C)(C)C)O)O)OC(=O)C6=CC=CC=C6)(CO4)OC(=O)C)O)C)O. Drug 2: CCC1(C2=C(COC1=O)C(=O)N3CC4=CC5=C(C=CC(=C5CN(C)C)O)N=C4C3=C2)O.Cl. Cell line: SNB-19. Synergy scores: CSS=19.5, Synergy_ZIP=-4.31, Synergy_Bliss=-5.09, Synergy_Loewe=-9.63, Synergy_HSA=-1.54.